From a dataset of Catalyst prediction with 721,799 reactions and 888 catalyst types from USPTO. Predict which catalyst facilitates the given reaction. (1) Reactant: [CH3:1][N:2]([CH3:25])[N:3]1[CH2:24][CH2:23][C:6]2([N:10]([CH3:11])[C:9](=[O:12])[CH:8]([C:13]3[C:18]([CH3:19])=[CH:17][C:16]([CH3:20])=[CH:15][C:14]=3[CH3:21])[C:7]2=[O:22])[CH2:5][CH2:4]1.C(N(CC)CC)C.Cl[C:34]([O:36][CH2:37][CH3:38])=[O:35].O. Product: [CH2:37]([O:36][C:34](=[O:35])[O:22][C:7]1[C:6]2([CH2:5][CH2:4][N:3]([N:2]([CH3:1])[CH3:25])[CH2:24][CH2:23]2)[N:10]([CH3:11])[C:9](=[O:12])[C:8]=1[C:13]1[C:18]([CH3:19])=[CH:17][C:16]([CH3:20])=[CH:15][C:14]=1[CH3:21])[CH3:38]. The catalyst class is: 7. (2) Reactant: [NH2:1][C@H:2]([C:7]([OH:9])=[O:8])[C:3]([CH3:6])([CH3:5])[CH3:4].[OH-].[Na+].S(=O)(=O)(O)O. Product: [NH2:1][C@@H:2]([C:7]([OH:9])=[O:8])[C:3]([CH3:6])([CH3:5])[CH3:4]. The catalyst class is: 6. (3) Reactant: C([O:3][C:4]([C:6]1[CH:19]=[C:18]2[C:9]([O:10][CH2:11][CH2:12][N:13]3[C:17]2=[N:16][C:15]([C:20]2[N:24]([CH:25]([CH3:27])[CH3:26])[N:23]=[C:22]([CH3:28])[N:21]=2)=[CH:14]3)=[CH:8][C:7]=1[O:29][CH3:30])=[CH2:5])C.CC1C=CC(S(O)(=O)=O)=CC=1. Product: [CH3:30][O:29][C:7]1[CH:8]=[C:9]2[C:18](=[CH:19][C:6]=1[C:4](=[O:3])[CH3:5])[C:17]1[N:13]([CH:14]=[C:15]([C:20]3[N:24]([CH:25]([CH3:26])[CH3:27])[N:23]=[C:22]([CH3:28])[N:21]=3)[N:16]=1)[CH2:12][CH2:11][O:10]2. The catalyst class is: 21.